This data is from NCI-60 drug combinations with 297,098 pairs across 59 cell lines. The task is: Regression. Given two drug SMILES strings and cell line genomic features, predict the synergy score measuring deviation from expected non-interaction effect. (1) Drug 1: CC12CCC3C(C1CCC2=O)CC(=C)C4=CC(=O)C=CC34C. Drug 2: CC1C(C(=O)NC(C(=O)N2CCCC2C(=O)N(CC(=O)N(C(C(=O)O1)C(C)C)C)C)C(C)C)NC(=O)C3=C4C(=C(C=C3)C)OC5=C(C(=O)C(=C(C5=N4)C(=O)NC6C(OC(=O)C(N(C(=O)CN(C(=O)C7CCCN7C(=O)C(NC6=O)C(C)C)C)C)C(C)C)C)N)C. Cell line: HL-60(TB). Synergy scores: CSS=66.9, Synergy_ZIP=4.63, Synergy_Bliss=9.57, Synergy_Loewe=9.53, Synergy_HSA=9.94. (2) Drug 1: CC(C1=C(C=CC(=C1Cl)F)Cl)OC2=C(N=CC(=C2)C3=CN(N=C3)C4CCNCC4)N. Drug 2: CNC(=O)C1=CC=CC=C1SC2=CC3=C(C=C2)C(=NN3)C=CC4=CC=CC=N4. Cell line: UACC-257. Synergy scores: CSS=3.71, Synergy_ZIP=6.45, Synergy_Bliss=4.77, Synergy_Loewe=3.62, Synergy_HSA=3.64. (3) Drug 1: CN1C(=O)N2C=NC(=C2N=N1)C(=O)N. Drug 2: C1=NC2=C(N=C(N=C2N1C3C(C(C(O3)CO)O)F)Cl)N. Cell line: SF-539. Synergy scores: CSS=1.60, Synergy_ZIP=0.0154, Synergy_Bliss=1.95, Synergy_Loewe=-0.433, Synergy_HSA=-0.266. (4) Drug 1: CC1=C(C=C(C=C1)C(=O)NC2=CC(=CC(=C2)C(F)(F)F)N3C=C(N=C3)C)NC4=NC=CC(=N4)C5=CN=CC=C5. Drug 2: B(C(CC(C)C)NC(=O)C(CC1=CC=CC=C1)NC(=O)C2=NC=CN=C2)(O)O. Cell line: EKVX. Synergy scores: CSS=26.2, Synergy_ZIP=-8.28, Synergy_Bliss=-8.72, Synergy_Loewe=-24.8, Synergy_HSA=-12.9. (5) Drug 1: C#CCC(CC1=CN=C2C(=N1)C(=NC(=N2)N)N)C3=CC=C(C=C3)C(=O)NC(CCC(=O)O)C(=O)O. Drug 2: CC1C(C(CC(O1)OC2CC(CC3=C2C(=C4C(=C3O)C(=O)C5=CC=CC=C5C4=O)O)(C(=O)C)O)N)O. Cell line: MOLT-4. Synergy scores: CSS=53.1, Synergy_ZIP=-5.74, Synergy_Bliss=-7.90, Synergy_Loewe=-5.45, Synergy_HSA=-2.11.